Dataset: Reaction yield outcomes from USPTO patents with 853,638 reactions. Task: Predict the reaction yield, written as a fraction of the theoretical maximum amount of product (1.0 means a 100% yield; for example, 0.34 means a 34% yield). (1) No catalyst specified. The product is [F:17][C:5]1[C:4]2[NH:1][C:21](=[O:23])[CH2:20][S:38][C:14]=2[CH:13]=[C:12]([F:16])[C:6]=1[C:7]([OH:9])=[O:8]. The reactants are [N+:1]([C:4]1[C:5]([F:17])=[C:6]([C:12]([F:16])=[CH:13][C:14]=1F)[C:7]([O:9]CC)=[O:8])([O-])=O.FC1C=C(F)C=C(F)[C:20]=1[C:21]([O:23]CC)=O.[N+]([O-])(O)=O.O.O[S:38](O)(=O)=O. The yield is 0.980. (2) The reactants are [CH3:1][O:2][C:3]1[CH:12]=[CH:11][C:6]2[C:7](=[O:10])[CH2:8][O:9][C:5]=2[C:4]=1[C:13]([O:15][CH3:16])=[O:14].[NH:17]1[C:25]2[C:20](=[CH:21][CH:22]=[CH:23][CH:24]=2)[C:19]([CH:26]=O)=[N:18]1. The catalyst is CO.N1CCCCC1. The product is [NH:17]1[C:25]2[C:20](=[CH:21][CH:22]=[CH:23][CH:24]=2)[C:19](/[CH:26]=[C:8]2\[O:9][C:5]3[C:4]([C:13]([O:15][CH3:16])=[O:14])=[C:3]([O:2][CH3:1])[CH:12]=[CH:11][C:6]=3[C:7]\2=[O:10])=[N:18]1. The yield is 0.800. (3) The reactants are [CH:1]([N:4]1[C:8]([C:9]2[N:18]=[C:17]3[N:11]([CH2:12][CH2:13][O:14][C:15]4[CH:22]=[C:21](O)[N:20]=[CH:19][C:16]=43)[CH:10]=2)=[N:7][CH:6]=[N:5]1)([CH3:3])[CH3:2].[NH:24]1[CH2:31][CH2:30][CH2:29][C@H:25]1[C:26]([NH2:28])=[O:27].CO. The catalyst is C(Cl)Cl. The product is [CH:1]([N:4]1[C:8]([C:9]2[N:18]=[C:17]3[C:16]4[CH:19]=[N:20][C:21]([N:24]5[CH2:31][CH2:30][CH2:29][C@H:25]5[C:26]([NH2:28])=[O:27])=[CH:22][C:15]=4[O:14][CH2:13][CH2:12][N:11]3[CH:10]=2)=[N:7][CH:6]=[N:5]1)([CH3:2])[CH3:3]. The yield is 0.440. (4) The reactants are C([O:8][C@@H:9]1[C@@H:47]([O:48]CC2C=CC=CC=2)[C@H:46]([O:56][C@@H:57]2[O:86][C@H:85]([CH2:87][O:88][CH3:89])[C@@H:76]([O:77]CC3C=CC=CC=3)[C@H:67]([O:68]CC3C=CC=CC=3)[C@H:58]2[O:59]CC2C=CC=CC=2)[C@@H:45]([CH2:90][O:91]CC2C=CC=CC=2)[O:44][C@@H:10]1[O:11][C@H:12]1[C@H:16]([O:17]CC2C=CC=CC=2)[CH2:15][N:14](C(OCC2C=CC=CC=2)=O)[C@@H:13]1[CH2:35][O:36]CC1C=CC=CC=1)C1C=CC=CC=1.Cl. The catalyst is CO.[OH-].[Pd+2].[OH-].[C]. The product is [CH3:89][O:88][CH2:87][C@H:85]1[O:86][C@@H:57]([O:56][C@@H:46]2[C@@H:45]([CH2:90][OH:91])[O:44][C@H:10]([O:11][C@H:12]3[C@H:16]([OH:17])[CH2:15][NH:14][C@@H:13]3[CH2:35][OH:36])[C@H:9]([OH:8])[C@H:47]2[OH:48])[C@H:58]([OH:59])[C@@H:67]([OH:68])[C@@H:76]1[OH:77]. The yield is 0.950. (5) The reactants are [Br:1][C:2]1[CH:3]=[CH:4][C:5]2[N:6]([CH2:16][CH2:17][CH2:18][N:19]([C:32]3[CH:37]=[CH:36][CH:35]=[CH:34][CH:33]=3)S(C3C=CC=CC=3[N+]([O-])=O)(=O)=O)[C:7]3[C:12]([C:13]=2[CH:14]=1)=[CH:11][C:10]([Br:15])=[CH:9][CH:8]=3.C(=O)([O-])[O-].[Cs+].[Cs+].C1(S)C=CC=CC=1. The catalyst is C1COCC1. The product is [Br:1][C:2]1[CH:3]=[CH:4][C:5]2[N:6]([CH2:16][CH2:17][CH2:18][NH:19][C:32]3[CH:33]=[CH:34][CH:35]=[CH:36][CH:37]=3)[C:7]3[C:12]([C:13]=2[CH:14]=1)=[CH:11][C:10]([Br:15])=[CH:9][CH:8]=3. The yield is 0.609. (6) The reactants are [Cl:1][C:2]1[CH:3]=[CH:4][C:5]([N:8]2[CH:12]=[C:11]([CH2:13][CH2:14][CH2:15][O:16][C:17]3[C:22]([CH2:23][CH3:24])=[CH:21][CH:20]=[CH:19][C:18]=3[CH2:25][C:26]([O:28]C)=[O:27])[C:10]([CH:30]([CH2:33][CH3:34])[CH2:31][CH3:32])=[N:9]2)=[N:6][CH:7]=1.[OH-].[Na+].O1CCCC1.Cl. The catalyst is CO. The product is [Cl:1][C:2]1[CH:3]=[CH:4][C:5]([N:8]2[CH:12]=[C:11]([CH2:13][CH2:14][CH2:15][O:16][C:17]3[C:22]([CH2:23][CH3:24])=[CH:21][CH:20]=[CH:19][C:18]=3[CH2:25][C:26]([OH:28])=[O:27])[C:10]([CH:30]([CH2:31][CH3:32])[CH2:33][CH3:34])=[N:9]2)=[N:6][CH:7]=1. The yield is 0.700. (7) The reactants are [NH2:1][C:2]1[C:7]2=[C:8]([C:13]3[CH:18]=[CH:17][C:16]([NH:19][C:20]([NH:22][C:23]4[CH:28]=[C:27]([C:29]([F:32])([F:31])[F:30])[CH:26]=[CH:25][C:24]=4[F:33])=[O:21])=[CH:15][CH:14]=3)[C:9]([CH2:11][OH:12])=[CH:10][N:6]2[N:5]=[CH:4][N:3]=1.CC(OI1(OC(C)=O)(OC(C)=O)OC(=O)C2C=CC=CC1=2)=O. The catalyst is C1COCC1.CCOC(C)=O. The product is [NH2:1][C:2]1[C:7]2=[C:8]([C:13]3[CH:14]=[CH:15][C:16]([NH:19][C:20]([NH:22][C:23]4[CH:28]=[C:27]([C:29]([F:30])([F:31])[F:32])[CH:26]=[CH:25][C:24]=4[F:33])=[O:21])=[CH:17][CH:18]=3)[C:9]([CH:11]=[O:12])=[CH:10][N:6]2[N:5]=[CH:4][N:3]=1. The yield is 0.880. (8) The product is [CH2:1]([O:8][C:9]1[CH:10]=[CH:11][C:12]([C@H:15]2[N:18]([C:19]3[CH:24]=[CH:23][C:22]([F:25])=[CH:21][CH:20]=3)[C:17](=[O:26])[C@@H:16]2[CH2:27][CH2:28][C@@H:29]([C:31]2[CH:36]=[CH:35][C:34]([F:37])=[CH:33][CH:32]=2)[OH:30])=[CH:13][CH:14]=1)[C:2]1[CH:3]=[CH:4][CH:5]=[CH:6][CH:7]=1. The yield is 0.940. The reactants are [CH2:1]([O:8][C:9]1[CH:14]=[CH:13][C:12]([C@H:15]2[N:18]([C:19]3[CH:24]=[CH:23][C:22]([F:25])=[CH:21][CH:20]=3)[C:17](=[O:26])[C@@H:16]2[CH2:27][CH2:28][C:29]([C:31]2[CH:36]=[CH:35][C:34]([F:37])=[CH:33][CH:32]=2)=[O:30])=[CH:11][CH:10]=1)[C:2]1[CH:7]=[CH:6][CH:5]=[CH:4][CH:3]=1.[OH-].[Na+]. The catalyst is C1(C)C=CC=CC=1.CC([C@H]1N=C([C]2[C](P(C3C=CC=CC=3)C3C=CC=CC=3)[CH][CH][CH]2)OC1)C.C1C=CC(P(C2C=CC=CC=2)C2C=CC=CC=2)=CC=1.[CH]1[CH][CH][CH][CH]1.Cl[Ru]Cl.[Fe]. (9) The reactants are [CH2:1]([N:8]1[C:12](=[O:13])[C:11]2[CH:14]=[CH:15][CH:16]=[CH:17][C:10]=2[S:9]1(=[O:19])=[O:18])[C:2]1[CH:7]=[CH:6][CH:5]=[CH:4][CH:3]=1.[NH3:20]. The catalyst is CO. The product is [CH2:1]([NH:8][S:9]([C:10]1[CH:17]=[CH:16][CH:15]=[CH:14][C:11]=1[C:12]([NH2:20])=[O:13])(=[O:19])=[O:18])[C:2]1[CH:7]=[CH:6][CH:5]=[CH:4][CH:3]=1. The yield is 0.750.